From a dataset of Catalyst prediction with 721,799 reactions and 888 catalyst types from USPTO. Predict which catalyst facilitates the given reaction. Reactant: [S:1]1[C:5]2[CH:6]=[CH:7][CH:8]=[CH:9][C:4]=2[C:3]([C:10]([OH:12])=O)=[N:2]1.C(N(CC)C(C)C)(C)C.Cl.Cl.[CH3:24][N:25]1[CH:30]2[CH2:31][CH2:32][CH:26]1[CH2:27][CH:28]([NH2:33])[CH2:29]2.CN(C(ON1N=NC2C=CC=NC1=2)=[N+](C)C)C.F[P-](F)(F)(F)(F)F. Product: [CH3:24][N:25]1[CH:30]2[CH2:31][CH2:32][CH:26]1[CH2:27][CH:28]([NH:33][C:10]([C:3]1[C:4]3[CH:9]=[CH:8][CH:7]=[CH:6][C:5]=3[S:1][N:2]=1)=[O:12])[CH2:29]2. The catalyst class is: 213.